Dataset: Peptide-MHC class I binding affinity with 185,985 pairs from IEDB/IMGT. Task: Regression. Given a peptide amino acid sequence and an MHC pseudo amino acid sequence, predict their binding affinity value. This is MHC class I binding data. (1) The peptide sequence is EIPERSWNSG. The MHC is HLA-A32:01 with pseudo-sequence HLA-A32:01. The binding affinity (normalized) is 0.0862. (2) The peptide sequence is EIPQFMIGL. The MHC is HLA-B18:01 with pseudo-sequence HLA-B18:01. The binding affinity (normalized) is 0.0847. (3) The peptide sequence is RDKTEAILQ. The MHC is H-2-Db with pseudo-sequence H-2-Db. The binding affinity (normalized) is 0. (4) The peptide sequence is SMYPSCCCTK. The MHC is HLA-A02:06 with pseudo-sequence HLA-A02:06. The binding affinity (normalized) is 0. (5) The peptide sequence is GIITLYLGAV. The MHC is HLA-A02:03 with pseudo-sequence HLA-A02:03. The binding affinity (normalized) is 0.852. (6) The peptide sequence is AVLLHEESM. The MHC is HLA-B27:05 with pseudo-sequence HLA-B27:05. The binding affinity (normalized) is 0.0847. (7) The peptide sequence is ANTSSASNK. The MHC is Mamu-B8301 with pseudo-sequence Mamu-B8301. The binding affinity (normalized) is 1.00.